From a dataset of Peptide-MHC class I binding affinity with 185,985 pairs from IEDB/IMGT. Regression. Given a peptide amino acid sequence and an MHC pseudo amino acid sequence, predict their binding affinity value. This is MHC class I binding data. (1) The peptide sequence is SWFITQRNF. The MHC is HLA-A30:02 with pseudo-sequence HLA-A30:02. The binding affinity (normalized) is 0.722. (2) The peptide sequence is WGPSLYSIL. The MHC is H-2-Dd with pseudo-sequence H-2-Dd. The binding affinity (normalized) is 0.825. (3) The peptide sequence is EQNWDWNRY. The MHC is HLA-A11:01 with pseudo-sequence HLA-A11:01. The binding affinity (normalized) is 0.0847.